This data is from Peptide-MHC class I binding affinity with 185,985 pairs from IEDB/IMGT. The task is: Regression. Given a peptide amino acid sequence and an MHC pseudo amino acid sequence, predict their binding affinity value. This is MHC class I binding data. The peptide sequence is AYLLQHLDL. The MHC is HLA-A69:01 with pseudo-sequence HLA-A69:01. The binding affinity (normalized) is 0.0847.